Dataset: Forward reaction prediction with 1.9M reactions from USPTO patents (1976-2016). Task: Predict the product of the given reaction. (1) Given the reactants [NH2:1][C:2]1[N:7]([C:8]2[CH:13]=[CH:12][C:11]([NH2:14])=[CH:10][CH:9]=2)[CH2:6][N:5]=[C:4]2[S:15][CH:16]=[CH:17][C:3]=12.[N-:18]=[C:19]=[O:20].[F:21][C:22]1[CH:27]=[CH:26][C:25]([C:28]([F:31])([F:30])[F:29])=[CH:24][C:23]=1N=C=O.C(N(C(C)C)CC)(C)C, predict the reaction product. The product is: [NH2:1][C:2]1[N:7]([C:8]2[CH:9]=[CH:10][C:11]([N:14]([C:23]3[CH:24]=[C:25]([C:28]([F:30])([F:31])[F:29])[CH:26]=[CH:27][C:22]=3[F:21])[C:19]([NH2:18])=[O:20])=[CH:12][CH:13]=2)[CH2:6][N:5]=[C:4]2[S:15][CH:16]=[CH:17][C:3]=12. (2) Given the reactants C[O:2][C:3](=[O:24])[C:4]1[C:5](=[C:10]([NH:14][C:15]2[CH:20]=[CH:19][C:18]([CH:21]([CH3:23])[CH3:22])=[CH:17][CH:16]=2)[CH:11]=[CH:12][CH:13]=1)[C:6]([O:8]C)=[O:7].[OH-].[Na+], predict the reaction product. The product is: [CH:21]([C:18]1[CH:17]=[CH:16][C:15]([NH:14][C:10]2[CH:11]=[CH:12][CH:13]=[C:4]([C:3]([OH:24])=[O:2])[C:5]=2[C:6]([OH:8])=[O:7])=[CH:20][CH:19]=1)([CH3:23])[CH3:22]. (3) Given the reactants [F:1][C:2]([F:22])([F:21])[CH2:3][O:4][C:5]1[CH:9]=[C:8]([N:10]2C(=O)C3C(=CC=CC=3)C2=O)[NH:7][N:6]=1.O.NN, predict the reaction product. The product is: [F:22][C:2]([F:1])([F:21])[CH2:3][O:4][C:5]1[CH:9]=[C:8]([NH2:10])[NH:7][N:6]=1.